This data is from Reaction yield outcomes from USPTO patents with 853,638 reactions. The task is: Predict the reaction yield, written as a fraction of the theoretical maximum amount of product (1.0 means a 100% yield; for example, 0.34 means a 34% yield). The reactants are [N:1]1[CH:2]=[CH:3][N:4]2[CH:9]=[CH:8][C:7]([NH:10][C:11]3[C:12](=[O:21])[N:13]([CH3:20])[CH:14]=[C:15](B(O)O)[N:16]=3)=[CH:6][C:5]=12.Cl[C:23]1[CH:28]=[CH:27][N:26]=[C:25]([N:29]2[CH2:40][CH2:39][N:38]3[C:31](=[CH:32][C:33]4[CH2:34][C:35]([CH3:42])([CH3:41])[CH2:36][C:37]=43)[C:30]2=[O:43])[C:24]=1[CH:44]=[O:45].C([O-])(=O)C.[K+].C(#N)C. The catalyst is C1C=CC(P(C2C=CC=CC=2)[C-]2C=CC=C2)=CC=1.C1C=CC(P(C2C=CC=CC=2)[C-]2C=CC=C2)=CC=1.Cl[Pd]Cl.[Fe+2].O. The product is [CH3:41][C:35]1([CH3:42])[CH2:34][C:33]2[CH:32]=[C:31]3[N:38]([CH2:39][CH2:40][N:29]([C:25]4[C:24]([CH:44]=[O:45])=[C:23]([C:15]5[N:16]=[C:11]([NH:10][C:7]6[CH:8]=[CH:9][N:4]7[CH:3]=[CH:2][N:1]=[C:5]7[CH:6]=6)[C:12](=[O:21])[N:13]([CH3:20])[CH:14]=5)[CH:28]=[CH:27][N:26]=4)[C:30]3=[O:43])[C:37]=2[CH2:36]1. The yield is 0.290.